This data is from Full USPTO retrosynthesis dataset with 1.9M reactions from patents (1976-2016). The task is: Predict the reactants needed to synthesize the given product. (1) Given the product [ClH:1].[CH2:2]1[C:10]2[C:5](=[CH:6][CH:7]=[CH:8][CH:9]=2)[CH2:4][CH:3]1[NH:11][C:12]1[N:13]=[CH:14][C:15]2[CH2:20][N:19]([C:21]([O:23][CH2:24][CH:25]3[CH2:30][N:29]4[CH:31]=[CH:32][N:33]=[C:28]4[CH2:27][CH2:26]3)=[O:22])[CH2:18][C:16]=2[N:17]=1, predict the reactants needed to synthesize it. The reactants are: [ClH:1].[CH2:2]1[C:10]2[C:5](=[CH:6][CH:7]=[CH:8][CH:9]=2)[CH2:4][CH:3]1[NH:11][C:12]1[N:13]=[CH:14][C:15]2[CH2:20][N:19]([C:21]([O:23][CH2:24][CH:25]3[CH2:30][N:29]4[CH:31]=[CH:32][N:33]=[C:28]4[CH2:27][CH2:26]3)=[O:22])[CH2:18][C:16]=2[N:17]=1. (2) Given the product [C:1]([O:5][C:6](=[O:16])[N:7]([C@H:9]1[CH2:10][CH2:11][C@H:12]([O:15][CH2:20][CH2:19][CH2:18][Br:17])[CH2:13][CH2:14]1)[CH3:8])([CH3:4])([CH3:2])[CH3:3], predict the reactants needed to synthesize it. The reactants are: [C:1]([O:5][C:6](=[O:16])[N:7]([C@H:9]1[CH2:14][CH2:13][C@H:12]([OH:15])[CH2:11][CH2:10]1)[CH3:8])([CH3:4])([CH3:3])[CH3:2].[Br:17][CH2:18][CH2:19][CH2:20]Br.